From a dataset of Forward reaction prediction with 1.9M reactions from USPTO patents (1976-2016). Predict the product of the given reaction. (1) Given the reactants I[C:2]1[CH:7]=[CH:6][C:5]([NH:8][C:9]([N:11]2[CH2:16][CH2:15][CH:14]([C:17]3[C:26]4[C:21](=[CH:22][C:23]([O:29][CH3:30])=[C:24]([O:27][CH3:28])[CH:25]=4)[N:20]=[CH:19][N:18]=3)[CH2:13][CH2:12]2)=[O:10])=[CH:4][CH:3]=1.[N:31]1[CH:36]=[C:35](B(O)O)[CH:34]=[N:33][CH:32]=1.C([O-])([O-])=O.[K+].[K+], predict the reaction product. The product is: [N:31]1[CH:36]=[C:35]([C:2]2[CH:3]=[CH:4][C:5]([NH:8][C:9]([N:11]3[CH2:12][CH2:13][CH:14]([C:17]4[C:26]5[C:21](=[CH:22][C:23]([O:29][CH3:30])=[C:24]([O:27][CH3:28])[CH:25]=5)[N:20]=[CH:19][N:18]=4)[CH2:15][CH2:16]3)=[O:10])=[CH:6][CH:7]=2)[CH:34]=[N:33][CH:32]=1. (2) Given the reactants Cl[C:2]1[CH:7]=[C:6]([C:8]([F:11])([F:10])[F:9])[N:5]=[C:4]([C:12]2[CH:13]=[N:14][CH:15]=[CH:16][CH:17]=2)[N:3]=1.[CH2:18]([O:20][C:21]1[CH:27]=[CH:26][C:25]([O:28][CH2:29][CH3:30])=[CH:24][C:22]=1[NH2:23])[CH3:19].Cl.[OH-].[Na+], predict the reaction product. The product is: [CH2:18]([O:20][C:21]1[CH:27]=[CH:26][C:25]([O:28][CH2:29][CH3:30])=[CH:24][C:22]=1[NH:23][C:2]1[CH:7]=[C:6]([C:8]([F:11])([F:10])[F:9])[N:5]=[C:4]([C:12]2[CH:13]=[N:14][CH:15]=[CH:16][CH:17]=2)[N:3]=1)[CH3:19]. (3) Given the reactants [CH3:1][O:2][C:3]1[CH:10]=[CH:9][CH:8]=[CH:7][C:4]=1[CH2:5][NH2:6].[CH3:11][Si:12]([CH2:15]Cl)([CH3:14])[CH3:13], predict the reaction product. The product is: [CH3:1][O:2][C:3]1[CH:10]=[CH:9][CH:8]=[CH:7][C:4]=1[CH2:5][NH:6][CH2:11][Si:12]([CH3:15])([CH3:14])[CH3:13]. (4) Given the reactants [N:1]([CH2:4][C:5]1[CH:6]=[C:7]([CH:39]=[CH:40][CH:41]=1)[C:8]([NH:10][C:11]1[CH:16]=[CH:15][C:14]([N:17]2[CH2:22][CH2:21][CH2:20][CH2:19][CH2:18]2)=[CH:13][C:12]=1[C:23]([NH:25]/[N:26]=[CH:27]/[C:28]1[CH:33]=[CH:32][C:31]([Cl:34])=[C:30]([C:35]([F:38])([F:37])[F:36])[CH:29]=1)=[O:24])=[O:9])=[N+:2]=[N-:3].[CH3:42][N:43]1[C:51]2[N:50]=[CH:49][N:48]([CH3:52])[C:47]=2[C:46](=[O:53])[N:45]([CH2:54][C:55]#[CH:56])[C:44]1=[O:57], predict the reaction product. The product is: [Cl:34][C:31]1[CH:32]=[CH:33][C:28](/[CH:27]=[N:26]/[NH:25][C:23]([C:12]2[CH:13]=[C:14]([N:17]3[CH2:18][CH2:19][CH2:20][CH2:21][CH2:22]3)[CH:15]=[CH:16][C:11]=2[NH:10][C:8](=[O:9])[C:7]2[CH:39]=[CH:40][CH:41]=[C:5]([CH2:4][N:1]3[CH:56]=[C:55]([CH2:54][N:45]4[C:46](=[O:53])[C:47]5[N:48]([CH3:52])[CH:49]=[N:50][C:51]=5[N:43]([CH3:42])[C:44]4=[O:57])[N:3]=[N:2]3)[CH:6]=2)=[O:24])=[CH:29][C:30]=1[C:35]([F:38])([F:36])[F:37]. (5) Given the reactants Cl.Cl.[CH3:3][CH:4]([N:6]1[CH2:12][CH2:11][CH2:10][NH:9][CH2:8][CH2:7]1)[CH3:5].C(N(C(C)C)CC)(C)C.[C:22]([O:26][C:27]([N:29]1[CH2:33][CH2:32][C@H:31]([C:34](O)=[O:35])[CH2:30]1)=[O:28])([CH3:25])([CH3:24])[CH3:23].C1C=CC2N(O)N=NC=2C=1, predict the reaction product. The product is: [CH3:3][CH:4]([N:6]1[CH2:12][CH2:11][CH2:10][N:9]([C:34]([C@H:31]2[CH2:32][CH2:33][N:29]([C:27]([O:26][C:22]([CH3:25])([CH3:24])[CH3:23])=[O:28])[CH2:30]2)=[O:35])[CH2:8][CH2:7]1)[CH3:5].